Dataset: Catalyst prediction with 721,799 reactions and 888 catalyst types from USPTO. Task: Predict which catalyst facilitates the given reaction. (1) Reactant: [C:1](Cl)(=[O:8])[C:2]1[CH:7]=[CH:6][CH:5]=[CH:4][CH:3]=1.[Cl:10][C:11]1[CH:12]=[CH:13][C:14]([O:33][CH2:34][C:35]2[CH:40]=[CH:39][C:38]([F:41])=[CH:37][C:36]=2[F:42])=[C:15]([C:17]2[N:18]([C:23]3[CH:24]=[C:25]([S:29]([NH2:32])(=[O:31])=[O:30])[CH:26]=[CH:27][CH:28]=3)[C:19]([CH3:22])=[CH:20][CH:21]=2)[CH:16]=1.C(N(CC)CC)C. Product: [Cl:10][C:11]1[CH:12]=[CH:13][C:14]([O:33][CH2:34][C:35]2[CH:40]=[CH:39][C:38]([F:41])=[CH:37][C:36]=2[F:42])=[C:15]([C:17]2[N:18]([C:23]3[CH:24]=[C:25]([S:29]([NH:32][C:1]([C:2]4[CH:7]=[CH:6][CH:5]=[CH:4][CH:3]=4)=[O:8])(=[O:31])=[O:30])[CH:26]=[CH:27][CH:28]=3)[C:19]([CH3:22])=[CH:20][CH:21]=2)[CH:16]=1. The catalyst class is: 166. (2) Reactant: [CH:1]1([C:4]([N:6]2[CH2:10][CH2:9][C@@H:8]([CH2:11][NH:12][C:13]3[C:14]([NH2:21])=[CH:15][CH:16]=[C:17]([O:19][CH3:20])[CH:18]=3)[CH2:7]2)=[O:5])[CH2:3][CH2:2]1.[OH:22][C:23]1[CH:24]=[C:25]([C:29]2[CH:36]=[CH:35][C:32]([CH:33]=O)=[CH:31][CH:30]=2)[CH:26]=[CH:27][CH:28]=1.OOS([O-])=O.[K+]. Product: [CH:1]1([C:4]([N:6]2[CH2:10][CH2:9][C@@H:8]([CH2:11][N:12]3[C:13]4[CH:18]=[C:17]([O:19][CH3:20])[CH:16]=[CH:15][C:14]=4[N:21]=[C:33]3[C:32]3[CH:31]=[CH:30][C:29]([C:25]4[CH:26]=[CH:27][CH:28]=[C:23]([OH:22])[CH:24]=4)=[CH:36][CH:35]=3)[CH2:7]2)=[O:5])[CH2:3][CH2:2]1. The catalyst class is: 3.